This data is from Reaction yield outcomes from USPTO patents with 853,638 reactions. The task is: Predict the reaction yield, written as a fraction of the theoretical maximum amount of product (1.0 means a 100% yield; for example, 0.34 means a 34% yield). The product is [Cl:1][C:2]1[N:7]=[CH:6][C:5]2[CH:8]=[CH:9][N:10]([CH3:18])[C:4]=2[C:3]=1[I:11]. The yield is 0.860. The catalyst is CN(C)C=O. The reactants are [Cl:1][C:2]1[N:7]=[CH:6][C:5]2[CH:8]=[CH:9][NH:10][C:4]=2[C:3]=1[I:11].[H-].[Na+].S(OC)(O[CH3:18])(=O)=O.O.